Predict which catalyst facilitates the given reaction. From a dataset of Catalyst prediction with 721,799 reactions and 888 catalyst types from USPTO. (1) Reactant: C(O)(=O)C(O)=O.[Cl:7][C:8]1[CH:9]=[C:10]([CH:15]2[CH2:19][CH2:18][NH:17][CH2:16]2)[CH:11]=[C:12]([Cl:14])[CH:13]=1. Product: [Cl:7][C:8]1[CH:9]=[C:10]([C@H:15]2[CH2:19][CH2:18][NH:17][CH2:16]2)[CH:11]=[C:12]([Cl:14])[CH:13]=1. The catalyst class is: 74. (2) Reactant: [Br:1][C:2]1[CH:7]=[CH:6][N:5]=[C:4]([CH3:8])[CH:3]=1.[CH3:9][O:10][C:11]1[CH:20]=[CH:19][C:14]([C:15](OC)=[O:16])=[CH:13][CH:12]=1.C[Si]([N-][Si](C)(C)C)(C)C.[Li+].[Cl-].[NH4+]. Product: [Br:1][C:2]1[CH:7]=[CH:6][N:5]=[C:4]([CH2:8][C:15]([C:14]2[CH:19]=[CH:20][C:11]([O:10][CH3:9])=[CH:12][CH:13]=2)=[O:16])[CH:3]=1. The catalyst class is: 54.